Dataset: Full USPTO retrosynthesis dataset with 1.9M reactions from patents (1976-2016). Task: Predict the reactants needed to synthesize the given product. (1) Given the product [ClH:30].[CH3:3][C:4]1[CH:9]=[C:8]([CH2:10][NH:11][C:28]([N:22]2[CH2:27][CH2:26][O:25][CH2:24][CH2:23]2)=[O:29])[CH:7]=[C:6]([CH3:12])[N:5]=1, predict the reactants needed to synthesize it. The reactants are: Cl.Cl.[CH3:3][C:4]1[CH:9]=[C:8]([CH2:10][NH2:11])[CH:7]=[C:6]([CH3:12])[N:5]=1.CCN(C(C)C)C(C)C.[N:22]1([C:28]([Cl:30])=[O:29])[CH2:27][CH2:26][O:25][CH2:24][CH2:23]1. (2) Given the product [NH2:17][C:10]1[CH:9]=[C:4]([C:5]([O:7][CH3:8])=[O:6])[C:3]([O:2][CH3:1])=[CH:12][C:11]=1[C:13]([O:15][CH3:16])=[O:14], predict the reactants needed to synthesize it. The reactants are: [CH3:1][O:2][C:3]1[CH:12]=[C:11]([C:13]([O:15][CH3:16])=[O:14])[C:10]([N+:17]([O-])=O)=[CH:9][C:4]=1[C:5]([O:7][CH3:8])=[O:6]. (3) The reactants are: C(O[C:6]([N:8]1[CH2:12][C:11](=[CH:13][Cl:14])[CH2:10][C@H:9]1[C:15]([OH:17])=O)=[O:7])(C)(C)C.C(Cl)(=O)[C:19]1[CH:24]=[CH:23][CH:22]=[CH:21][CH:20]=1.[CH2:27]([NH:34][CH3:35])[C:28]1[CH:33]=[CH:32][CH:31]=[CH:30][CH:29]=1. Given the product [C:6]([N:8]1[CH2:12][C:11](=[CH:13][Cl:14])[CH2:10][C@H:9]1[C:15]([N:34]([CH2:27][C:28]1[CH:33]=[CH:32][CH:31]=[CH:30][CH:29]=1)[CH3:35])=[O:17])(=[O:7])[C:19]1[CH:24]=[CH:23][CH:22]=[CH:21][CH:20]=1, predict the reactants needed to synthesize it. (4) Given the product [F:23][C:17]1[CH:16]=[C:15]([N:10]2[CH2:11][CH2:12][N:8]([C:3]3[CH:4]=[N:5][CH:6]=[CH:7][C:2]=3[CH3:1])[C:9]2=[O:13])[CH:22]=[CH:21][C:18]=1[C:19]#[N:20], predict the reactants needed to synthesize it. The reactants are: [CH3:1][C:2]1[CH:7]=[CH:6][N:5]=[CH:4][C:3]=1[N:8]1[CH2:12][CH2:11][NH:10][C:9]1=[O:13].Br[C:15]1[CH:22]=[CH:21][C:18]([C:19]#[N:20])=[C:17]([F:23])[CH:16]=1.N[C@@H]1CCCC[C@H]1N.P([O-])([O-])([O-])=O.[K+].[K+].[K+]. (5) Given the product [C:17]([N:13]1[CH2:14][CH2:15][CH2:16][CH:11]([N:9]2[C:36]([NH2:37])=[C:33]([C:34]#[N:35])[C:32]([C:29]3[CH:28]=[CH:27][C:26]([O:25][C:24]4[CH:40]=[CH:41][C:21]([Cl:20])=[C:22]([CH3:42])[CH:23]=4)=[CH:31][CH:30]=3)=[N:10]2)[CH2:12]1)(=[O:19])[CH3:18], predict the reactants needed to synthesize it. The reactants are: C(N(CC)CC)C.Cl.[NH:9]([CH:11]1[CH2:16][CH2:15][CH2:14][N:13]([C:17](=[O:19])[CH3:18])[CH2:12]1)[NH2:10].[Cl:20][C:21]1[CH:41]=[CH:40][C:24]([O:25][C:26]2[CH:31]=[CH:30][C:29]([C:32](OC)=[C:33]([C:36]#[N:37])[C:34]#[N:35])=[CH:28][CH:27]=2)=[CH:23][C:22]=1[CH3:42]. (6) Given the product [OH:1][C@H:2]([CH2:6][CH2:7][C:8]1[CH:13]=[CH:12][CH:11]=[CH:10][CH:9]=1)[C:3]([OH:5])=[O:4], predict the reactants needed to synthesize it. The reactants are: [O:1]=[C:2]([CH2:6][CH2:7][C:8]1[CH:13]=[CH:12][CH:11]=[CH:10][CH:9]=1)[C:3]([OH:5])=[O:4].C(N(CC)CC)C.C(O)=O. (7) Given the product [Cl:24][C:25]1[N:30]=[CH:29][N:28]=[C:27]([N:10]2[C:11]3[C:6](=[CH:5][CH:4]=[C:3]([C:2]([F:1])([F:13])[F:14])[CH:12]=3)[CH2:7][CH2:8][CH2:9]2)[N:26]=1, predict the reactants needed to synthesize it. The reactants are: [F:1][C:2]([F:14])([F:13])[C:3]1[CH:12]=[C:11]2[C:6]([CH2:7][CH2:8][CH2:9][NH:10]2)=[CH:5][CH:4]=1.CCN(C(C)C)C(C)C.[Cl:24][C:25]1[N:30]=[C:29](Cl)[N:28]=[CH:27][N:26]=1. (8) The reactants are: C1(CCCCC(O)=O)C=CC=CC=1.I[N:15]1[C:21]([CH3:23])([CH3:22])[C:19](=[O:20])[N:18]([CH3:24])[C:16]1=[O:17].[O-]S([O-])=O.[Na+].[Na+]. Given the product [CH3:24][N:18]1[C:19](=[O:20])[C:21]([CH3:23])([CH3:22])[NH:15][C:16]1=[O:17], predict the reactants needed to synthesize it.